Dataset: Catalyst prediction with 721,799 reactions and 888 catalyst types from USPTO. Task: Predict which catalyst facilitates the given reaction. (1) Reactant: [Cl:1][C:2]1[CH:7]=[CH:6][CH:5]=[C:4]([F:8])[C:3]=1[C:9]1[NH:13][C:12](=[O:14])[N:11]([C:15]2[CH:16]=[CH:17][C:18]([O:24][CH3:25])=[C:19]([CH:23]=2)[C:20](O)=[O:21])[N:10]=1.C(N(C(C)C)CC)(C)C.CN(C(ON1N=NC2C=CC=CC1=2)=[N+](C)C)C.[B-](F)(F)(F)F.[F:57][C:58]([F:68])([F:67])[C:59]1[CH:64]=[CH:63][CH:62]=[CH:61][C:60]=1[CH2:65][NH2:66]. Product: [Cl:1][C:2]1[CH:7]=[CH:6][CH:5]=[C:4]([F:8])[C:3]=1[C:9]1[NH:13][C:12](=[O:14])[N:11]([C:15]2[CH:16]=[CH:17][C:18]([O:24][CH3:25])=[C:19]([CH:23]=2)[C:20]([NH:66][CH2:65][C:60]2[CH:61]=[CH:62][CH:63]=[CH:64][C:59]=2[C:58]([F:57])([F:67])[F:68])=[O:21])[N:10]=1. The catalyst class is: 1. (2) Reactant: [C:1]([C:4]1[N:5]=[C:6]([CH2:37][CH3:38])[C:7]([O:24][CH:25]2[CH2:29][CH2:28][N:27](C(OC(C)(C)C)=O)[CH2:26]2)=[N:8][C:9]=1[NH:10][C:11]1[CH:16]=[CH:15][C:14]([N:17]2[CH2:22][CH2:21][N:20]([CH3:23])[CH2:19][CH2:18]2)=[CH:13][CH:12]=1)(=[O:3])[NH2:2].FC(F)(F)C(O)=O. Product: [CH2:37]([C:6]1[N:5]=[C:4]([C:1]([NH2:2])=[O:3])[C:9]([NH:10][C:11]2[CH:12]=[CH:13][C:14]([N:17]3[CH2:18][CH2:19][N:20]([CH3:23])[CH2:21][CH2:22]3)=[CH:15][CH:16]=2)=[N:8][C:7]=1[O:24][CH:25]1[CH2:29][CH2:28][NH:27][CH2:26]1)[CH3:38]. The catalyst class is: 26. (3) Reactant: [CH:1]([C:4]1[C:11]([O:12][CH3:13])=[CH:10][CH:9]=[CH:8][C:5]=1[CH:6]=O)([CH3:3])[CH3:2].[N+:14]([CH3:17])([O-:16])=[O:15].C([O-])(=O)C.[NH4+]. Product: [CH:1]([C:4]1[C:5]([CH:6]=[CH:17][N+:14]([O-:16])=[O:15])=[CH:8][CH:9]=[CH:10][C:11]=1[O:12][CH3:13])([CH3:3])[CH3:2]. The catalyst class is: 15. (4) Reactant: [CH2:1]([O:3][C:4](=[O:13])[C:5]1[CH:10]=[C:9](N)[CH:8]=[CH:7][C:6]=1[CH3:12])[CH3:2].[I:14]I.N(OC(C)(C)C)=O. Product: [CH3:9][CH2:10][CH2:5][CH:6]([CH3:12])[CH3:7].[CH3:2][CH2:1][O:3][C:4]([CH3:5])=[O:13].[I:14][C:9]1[CH:8]=[CH:7][C:6]([CH3:12])=[C:5]([CH:10]=1)[C:4]([O:3][CH2:1][CH3:2])=[O:13]. The catalyst class is: 11. (5) Reactant: P(OCCN(CC1CCC1)CCCOC1C=C2C(C(NC3C=C(CC(NC4C=CC=C(F)C=4F)=O)NN=3)=NC=N2)=CC=1OC)(OC(C)(C)C)(OC(C)(C)C)=O.[CH:56]1([C:60](Cl)=[O:61])[CH2:59][CH2:58][CH2:57]1.[NH2:63][CH2:64][C:65]([O:67][CH2:68][CH3:69])=[O:66].C(N(CC)CC)C. Product: [CH:56]1([C:60]([NH:63][CH2:64][C:65]([O:67][CH2:68][CH3:69])=[O:66])=[O:61])[CH2:59][CH2:58][CH2:57]1. The catalyst class is: 4. (6) Reactant: [F:1][C:2]([F:16])([F:15])[C:3]1[CH:4]=[CH:5][C:6]([N:9]2[CH2:14][CH2:13][NH:12][CH2:11][CH2:10]2)=[N:7][CH:8]=1.C([O-])([O-])=O.[K+].[K+].Br[C:24]([CH3:36])([CH3:35])[C:25]([O:27][CH2:28][C:29]1[CH:34]=[CH:33][CH:32]=[CH:31][CH:30]=1)=[O:26]. Product: [CH3:35][C:24]([N:12]1[CH2:11][CH2:10][N:9]([C:6]2[CH:5]=[CH:4][C:3]([C:2]([F:1])([F:15])[F:16])=[CH:8][N:7]=2)[CH2:14][CH2:13]1)([CH3:36])[C:25]([O:27][CH2:28][C:29]1[CH:34]=[CH:33][CH:32]=[CH:31][CH:30]=1)=[O:26]. The catalyst class is: 210. (7) Reactant: [CH3:1][O:2][C:3]([C:5]1([CH2:9][NH:10][CH:11]2[CH2:15][CH2:14][CH2:13][CH2:12]2)[CH2:8][CH2:7][CH2:6]1)=[O:4].[Cl:16][C:17]1[N:22]=[C:21](Cl)[C:20]([N+:24]([O-:26])=[O:25])=[CH:19][N:18]=1.C([O-])([O-])=O.[K+].[K+]. Product: [CH3:1][O:2][C:3]([C:5]1([CH2:9][N:10]([C:19]2[C:20]([N+:24]([O-:26])=[O:25])=[CH:21][N:22]=[C:17]([Cl:16])[N:18]=2)[CH:11]2[CH2:15][CH2:14][CH2:13][CH2:12]2)[CH2:8][CH2:7][CH2:6]1)=[O:4]. The catalyst class is: 21. (8) Reactant: [CH3:1][O:2][C:3]1[CH:8]=[CH:7][C:6]([CH3:9])=[CH:5][C:4]=1[NH:10][C:11](=[O:28])[NH:12][C:13]1[CH:18]=[CH:17][C:16]([N:19]2[CH2:24][CH2:23][CH:22]([C:25](O)=[O:26])[CH2:21][CH2:20]2)=[CH:15][CH:14]=1.[NH2:29][C:30]1[C:35]([CH3:36])=[CH:34][CH:33]=[CH:32][N:31]=1.CN(C(ON1N=NC2C=CC=NC1=2)=[N+](C)C)C.F[P-](F)(F)(F)(F)F.C(N(CC)CC)C. Product: [CH3:36][C:35]1[C:30]([NH:29][C:25]([CH:22]2[CH2:23][CH2:24][N:19]([C:16]3[CH:17]=[CH:18][C:13]([NH:12][C:11]([NH:10][C:4]4[CH:5]=[C:6]([CH3:9])[CH:7]=[CH:8][C:3]=4[O:2][CH3:1])=[O:28])=[CH:14][CH:15]=3)[CH2:20][CH2:21]2)=[O:26])=[N:31][CH:32]=[CH:33][CH:34]=1. The catalyst class is: 566. (9) Reactant: Cl[C:2]1[N:7]=[C:6]([O:8][C:9]2[CH:14]=[C:13]([C:15]#[N:16])[CH:12]=[C:11]([C:17]#[N:18])[CH:10]=2)[CH:5]=[CH:4][N:3]=1.[Cl:19][C:20]1[CH:21]=[C:22]([OH:27])[CH:23]=[C:24]([Cl:26])[CH:25]=1.C(=O)([O-])[O-].[K+].[K+]. Product: [Cl:19][C:20]1[CH:21]=[C:22]([CH:23]=[C:24]([Cl:26])[CH:25]=1)[O:27][C:2]1[N:7]=[C:6]([O:8][C:9]2[CH:14]=[C:13]([C:15]#[N:16])[CH:12]=[C:11]([CH:10]=2)[C:17]#[N:18])[CH:5]=[CH:4][N:3]=1. The catalyst class is: 9.